Dataset: NCI-60 drug combinations with 297,098 pairs across 59 cell lines. Task: Regression. Given two drug SMILES strings and cell line genomic features, predict the synergy score measuring deviation from expected non-interaction effect. (1) Drug 1: C1=CC(=CC=C1CCCC(=O)O)N(CCCl)CCCl. Drug 2: CC(C)NC(=O)C1=CC=C(C=C1)CNNC.Cl. Cell line: NCI-H226. Synergy scores: CSS=16.4, Synergy_ZIP=-0.150, Synergy_Bliss=6.90, Synergy_Loewe=-1.29, Synergy_HSA=3.60. (2) Drug 1: CNC(=O)C1=CC=CC=C1SC2=CC3=C(C=C2)C(=NN3)C=CC4=CC=CC=N4. Drug 2: CC1CCC2CC(C(=CC=CC=CC(CC(C(=O)C(C(C(=CC(C(=O)CC(OC(=O)C3CCCCN3C(=O)C(=O)C1(O2)O)C(C)CC4CCC(C(C4)OC)OCCO)C)C)O)OC)C)C)C)OC. Cell line: A549. Synergy scores: CSS=27.3, Synergy_ZIP=-2.36, Synergy_Bliss=-3.48, Synergy_Loewe=-12.1, Synergy_HSA=-1.27. (3) Drug 1: CC1OCC2C(O1)C(C(C(O2)OC3C4COC(=O)C4C(C5=CC6=C(C=C35)OCO6)C7=CC(=C(C(=C7)OC)O)OC)O)O. Drug 2: CC1=C2C(C(=O)C3(C(CC4C(C3C(C(C2(C)C)(CC1OC(=O)C(C(C5=CC=CC=C5)NC(=O)OC(C)(C)C)O)O)OC(=O)C6=CC=CC=C6)(CO4)OC(=O)C)O)C)O. Cell line: HS 578T. Synergy scores: CSS=30.2, Synergy_ZIP=-16.9, Synergy_Bliss=-11.7, Synergy_Loewe=-11.4, Synergy_HSA=-8.73. (4) Drug 1: COC1=CC(=CC(=C1O)OC)C2C3C(COC3=O)C(C4=CC5=C(C=C24)OCO5)OC6C(C(C7C(O6)COC(O7)C8=CC=CS8)O)O. Drug 2: CC1CCC2CC(C(=CC=CC=CC(CC(C(=O)C(C(C(=CC(C(=O)CC(OC(=O)C3CCCCN3C(=O)C(=O)C1(O2)O)C(C)CC4CCC(C(C4)OC)OCCO)C)C)O)OC)C)C)C)OC. Cell line: NCIH23. Synergy scores: CSS=62.6, Synergy_ZIP=3.34, Synergy_Bliss=3.36, Synergy_Loewe=6.61, Synergy_HSA=7.85. (5) Drug 1: C(CC(=O)O)C(=O)CN.Cl. Drug 2: CCC1(C2=C(COC1=O)C(=O)N3CC4=CC5=C(C=CC(=C5CN(C)C)O)N=C4C3=C2)O.Cl. Cell line: RXF 393. Synergy scores: CSS=21.8, Synergy_ZIP=-5.26, Synergy_Bliss=-3.07, Synergy_Loewe=0.425, Synergy_HSA=0.936. (6) Drug 1: CNC(=O)C1=CC=CC=C1SC2=CC3=C(C=C2)C(=NN3)C=CC4=CC=CC=N4. Drug 2: C1C(C(OC1N2C=NC3=C2NC=NCC3O)CO)O. Cell line: NCI-H522. Synergy scores: CSS=7.37, Synergy_ZIP=-2.26, Synergy_Bliss=-0.311, Synergy_Loewe=0.146, Synergy_HSA=0.122.